This data is from Peptide-MHC class I binding affinity with 185,985 pairs from IEDB/IMGT. The task is: Regression. Given a peptide amino acid sequence and an MHC pseudo amino acid sequence, predict their binding affinity value. This is MHC class I binding data. (1) The peptide sequence is EFWEGVFTGL. The MHC is Patr-A0901 with pseudo-sequence Patr-A0901. The binding affinity (normalized) is 0.351. (2) The peptide sequence is APPHGGIAF. The MHC is HLA-B46:01 with pseudo-sequence HLA-B46:01. The binding affinity (normalized) is 0.0847. (3) The peptide sequence is YTLKYPNL. The MHC is H-2-Db with pseudo-sequence H-2-Db. The binding affinity (normalized) is 0. (4) The peptide sequence is IIGEPIIVA. The MHC is HLA-A02:02 with pseudo-sequence HLA-A02:02. The binding affinity (normalized) is 0.284. (5) The MHC is HLA-B53:01 with pseudo-sequence HLA-B53:01. The peptide sequence is TPLVQPVGAL. The binding affinity (normalized) is 0.312. (6) The peptide sequence is RNHLRDLMGV. The MHC is HLA-A02:03 with pseudo-sequence HLA-A02:03. The binding affinity (normalized) is 0.390.